Dataset: Reaction yield outcomes from USPTO patents with 853,638 reactions. Task: Predict the reaction yield, written as a fraction of the theoretical maximum amount of product (1.0 means a 100% yield; for example, 0.34 means a 34% yield). (1) The reactants are [C:1]([CH:4]([CH2:9][C:10]([O:12][CH3:13])=[O:11])[C:5]([O:7]C)=O)(=O)[CH3:2].[O:14]1[CH:18]=[CH:17][CH:16]=[C:15]1[C:19]1[NH:23][N:22]=[C:21]([NH2:24])[CH:20]=1. The catalyst is C1(C)C=CC=CC=1. The product is [O:14]1[CH:18]=[CH:17][CH:16]=[C:15]1[C:19]1[CH:20]=[C:21]2[N:24]=[C:1]([CH3:2])[C:4]([CH2:9][C:10]([O:12][CH3:13])=[O:11])=[C:5]([OH:7])[N:22]2[N:23]=1. The yield is 0.920. (2) The yield is 0.190. The reactants are [F:1][C:2]1[CH:9]=[CH:8][C:7]([C:10]2[N:15]=[C:14]3[N:16]([CH2:19][C@H:20]4[O:25][CH2:24][CH2:23][N:22]([C:26]5[N:31]=[CH:30][C:29]([C:32]6[CH2:33][CH2:34][NH:35][CH2:36][CH:37]=6)=[CH:28][N:27]=5)[CH2:21]4)[N:17]=[N:18][C:13]3=[N:12][CH:11]=2)=[CH:6][C:3]=1[C:4]#[N:5].C(=O)([O-])[O-].[K+].[K+].Br[CH2:45][CH2:46][OH:47].ClCCl.CO. The catalyst is CN(C=O)C.CCN(CC)CC. The product is [F:1][C:2]1[CH:9]=[CH:8][C:7]([C:10]2[N:15]=[C:14]3[N:16]([CH2:19][C@H:20]4[O:25][CH2:24][CH2:23][N:22]([C:26]5[N:27]=[CH:28][C:29]([C:32]6[CH2:33][CH2:34][N:35]([CH2:45][CH2:46][OH:47])[CH2:36][CH:37]=6)=[CH:30][N:31]=5)[CH2:21]4)[N:17]=[N:18][C:13]3=[N:12][CH:11]=2)=[CH:6][C:3]=1[C:4]#[N:5].